This data is from Forward reaction prediction with 1.9M reactions from USPTO patents (1976-2016). The task is: Predict the product of the given reaction. Given the reactants [NH2:1][C:2]1[CH:7]=[CH:6][C:5]([F:8])=[CH:4][C:3]=1[NH:9][C:10]1[CH:18]=[CH:17][CH:16]=[C:15]2[C:11]=1[CH2:12][CH2:13][CH:14]2[N:19]([C:34](=[O:39])[C:35]([F:38])([F:37])[F:36])[C:20]1[CH:33]=[CH:32][C:23]2[C@H:24]([CH2:27][C:28]([O:30][CH3:31])=[O:29])[CH2:25][O:26][C:22]=2[CH:21]=1.[C:40](O)(=O)[CH3:41], predict the reaction product. The product is: [F:8][C:5]1[CH:6]=[CH:7][C:2]2[N:1]=[C:40]([CH3:41])[N:9]([C:10]3[CH:18]=[CH:17][CH:16]=[C:15]4[C:11]=3[CH2:12][CH2:13][CH:14]4[N:19]([C:34](=[O:39])[C:35]([F:38])([F:37])[F:36])[C:20]3[CH:33]=[CH:32][C:23]4[C@H:24]([CH2:27][C:28]([O:30][CH3:31])=[O:29])[CH2:25][O:26][C:22]=4[CH:21]=3)[C:3]=2[CH:4]=1.